Dataset: NCI-60 drug combinations with 297,098 pairs across 59 cell lines. Task: Regression. Given two drug SMILES strings and cell line genomic features, predict the synergy score measuring deviation from expected non-interaction effect. (1) Synergy scores: CSS=97.2, Synergy_ZIP=-0.133, Synergy_Bliss=-0.881, Synergy_Loewe=-2.31, Synergy_HSA=-0.871. Cell line: MOLT-4. Drug 1: CC12CCC3C(C1CCC2=O)CC(=C)C4=CC(=O)C=CC34C. Drug 2: CCC1(C2=C(COC1=O)C(=O)N3CC4=CC5=C(C=CC(=C5CN(C)C)O)N=C4C3=C2)O.Cl. (2) Drug 1: C1CN1P(=S)(N2CC2)N3CC3. Drug 2: C1CN(P(=O)(OC1)NCCCl)CCCl. Cell line: KM12. Synergy scores: CSS=17.2, Synergy_ZIP=-1.83, Synergy_Bliss=5.03, Synergy_Loewe=-2.64, Synergy_HSA=2.04. (3) Drug 1: C#CCC(CC1=CN=C2C(=N1)C(=NC(=N2)N)N)C3=CC=C(C=C3)C(=O)NC(CCC(=O)O)C(=O)O. Drug 2: C(CC(=O)O)C(=O)CN.Cl. Cell line: NCI/ADR-RES. Synergy scores: CSS=-0.386, Synergy_ZIP=-0.797, Synergy_Bliss=-3.01, Synergy_Loewe=-4.20, Synergy_HSA=-5.73. (4) Drug 1: C1CC(C1)(C(=O)O)C(=O)O.[NH2-].[NH2-].[Pt+2]. Drug 2: CN1C2=C(C=C(C=C2)N(CCCl)CCCl)N=C1CCCC(=O)O.Cl. Cell line: SK-MEL-5. Synergy scores: CSS=19.4, Synergy_ZIP=-7.65, Synergy_Bliss=-7.61, Synergy_Loewe=-3.93, Synergy_HSA=-3.96. (5) Drug 1: C1=CC(=CC=C1CC(C(=O)O)N)N(CCCl)CCCl.Cl. Drug 2: N.N.Cl[Pt+2]Cl. Cell line: MALME-3M. Synergy scores: CSS=-1.91, Synergy_ZIP=-2.01, Synergy_Bliss=0.937, Synergy_Loewe=-5.96, Synergy_HSA=-2.81. (6) Drug 1: CC12CCC(CC1=CCC3C2CCC4(C3CC=C4C5=CN=CC=C5)C)O. Drug 2: CC12CCC3C(C1CCC2=O)CC(=C)C4=CC(=O)C=CC34C. Cell line: UO-31. Synergy scores: CSS=61.1, Synergy_ZIP=17.0, Synergy_Bliss=15.3, Synergy_Loewe=15.7, Synergy_HSA=17.7. (7) Drug 1: CC1=CC=C(C=C1)C2=CC(=NN2C3=CC=C(C=C3)S(=O)(=O)N)C(F)(F)F. Drug 2: CN1C2=C(C=C(C=C2)N(CCCl)CCCl)N=C1CCCC(=O)O.Cl. Cell line: ACHN. Synergy scores: CSS=-2.88, Synergy_ZIP=3.42, Synergy_Bliss=4.92, Synergy_Loewe=-0.341, Synergy_HSA=-0.416. (8) Drug 1: CNC(=O)C1=CC=CC=C1SC2=CC3=C(C=C2)C(=NN3)C=CC4=CC=CC=N4. Drug 2: C1CN1P(=S)(N2CC2)N3CC3. Cell line: NCIH23. Synergy scores: CSS=18.5, Synergy_ZIP=-7.63, Synergy_Bliss=-6.75, Synergy_Loewe=-8.47, Synergy_HSA=-7.43. (9) Drug 1: CC1=C(C=C(C=C1)C(=O)NC2=CC(=CC(=C2)C(F)(F)F)N3C=C(N=C3)C)NC4=NC=CC(=N4)C5=CN=CC=C5. Drug 2: CC12CCC3C(C1CCC2O)C(CC4=C3C=CC(=C4)O)CCCCCCCCCS(=O)CCCC(C(F)(F)F)(F)F. Cell line: SK-MEL-28. Synergy scores: CSS=5.19, Synergy_ZIP=-1.54, Synergy_Bliss=0.145, Synergy_Loewe=2.53, Synergy_HSA=0.890. (10) Drug 2: C1C(C(OC1N2C=NC(=NC2=O)N)CO)O. Synergy scores: CSS=25.8, Synergy_ZIP=-5.89, Synergy_Bliss=-2.72, Synergy_Loewe=-19.6, Synergy_HSA=-13.0. Cell line: U251. Drug 1: C1=CC=C(C=C1)NC(=O)CCCCCCC(=O)NO.